Predict the reactants needed to synthesize the given product. From a dataset of Full USPTO retrosynthesis dataset with 1.9M reactions from patents (1976-2016). (1) Given the product [Cl:1][C:2]1[CH:7]=[C:6]([F:8])[CH:5]=[CH:4][C:3]=1[C:9]1[CH2:18][CH2:17][C:12](=[O:13])[CH2:11][CH:10]=1, predict the reactants needed to synthesize it. The reactants are: [Cl:1][C:2]1[CH:7]=[C:6]([F:8])[CH:5]=[CH:4][C:3]=1[C:9]1(O)[CH2:18][CH2:17][C:12]2(OCC[O:13]2)[CH2:11][CH2:10]1.OS(O)(=O)=O.O.C([O-])(O)=O.[Na+]. (2) Given the product [CH2:8]([O:7][C:1](=[O:6])[CH:2]([CH2:16][C:15]1[CH:18]=[CH:19][C:12]([O:11][CH3:10])=[CH:13][CH:14]=1)[C:3](=[O:4])[CH3:5])[CH3:9], predict the reactants needed to synthesize it. The reactants are: [C:1]([O:7][CH2:8][CH3:9])(=[O:6])[CH2:2][C:3]([CH3:5])=[O:4].[CH3:10][O:11][C:12]1[CH:19]=[CH:18][C:15]([CH:16]=O)=[CH:14][CH:13]=1.N1CCCCC1.C(O)(=O)C. (3) Given the product [NH2:34][C:30]1[CH:31]=[CH:32][CH:33]=[C:2]([F:1])[C:3]=1[CH2:4][CH2:5][C@H:6]1[CH2:13][N:12]([C:14]([O:16][C:17]([CH3:19])([CH3:18])[CH3:20])=[O:15])[CH2:11][C:8]2([CH2:9][CH2:10]2)[N:7]1[S:21]([C:24]1[CH:25]=[CH:26][CH:27]=[CH:28][CH:29]=1)(=[O:23])=[O:22], predict the reactants needed to synthesize it. The reactants are: [F:1][C:2]1[CH:33]=[CH:32][CH:31]=[C:30]([N+:34]([O-])=O)[C:3]=1/[CH:4]=[CH:5]/[C@H:6]1[CH2:13][N:12]([C:14]([O:16][C:17]([CH3:20])([CH3:19])[CH3:18])=[O:15])[CH2:11][C:8]2([CH2:10][CH2:9]2)[N:7]1[S:21]([C:24]1[CH:29]=[CH:28][CH:27]=[CH:26][CH:25]=1)(=[O:23])=[O:22]. (4) Given the product [Cl:1][C:2]1[CH:18]=[CH:17][C:5]2[NH:6][C:7]([C:9]3[C:13]([NH2:14])=[CH:12][NH:11][N:10]=3)=[N:8][C:4]=2[CH:3]=1, predict the reactants needed to synthesize it. The reactants are: [Cl:1][C:2]1[CH:18]=[CH:17][C:5]2[NH:6][C:7]([C:9]3[C:13]([N+:14]([O-])=O)=[CH:12][NH:11][N:10]=3)=[N:8][C:4]=2[CH:3]=1. (5) The reactants are: Br[C:2]1[CH:3]=[CH:4][C:5]([Cl:8])=[N:6][CH:7]=1.CON(C)[C:12](=[O:14])[CH3:13]. Given the product [Cl:8][C:5]1[N:6]=[CH:7][C:2]([C:12](=[O:14])[CH3:13])=[CH:3][CH:4]=1, predict the reactants needed to synthesize it.